Task: Regression. Given a peptide amino acid sequence and an MHC pseudo amino acid sequence, predict their binding affinity value. This is MHC class I binding data.. Dataset: Peptide-MHC class I binding affinity with 185,985 pairs from IEDB/IMGT (1) The peptide sequence is NTFRHRVVV. The MHC is HLA-A01:01 with pseudo-sequence HLA-A01:01. The binding affinity (normalized) is 0. (2) The peptide sequence is TLYCVHQRI. The MHC is HLA-A68:02 with pseudo-sequence HLA-A68:02. The binding affinity (normalized) is 0.186. (3) The peptide sequence is DIVRVFNEY. The MHC is HLA-A02:03 with pseudo-sequence HLA-A02:03. The binding affinity (normalized) is 0.0847. (4) The peptide sequence is SEINNLNLT. The MHC is HLA-A02:06 with pseudo-sequence HLA-A02:06. The binding affinity (normalized) is 0.583. (5) The peptide sequence is AFSLDVSEK. The MHC is HLA-A31:01 with pseudo-sequence HLA-A31:01. The binding affinity (normalized) is 0.129.